From a dataset of Full USPTO retrosynthesis dataset with 1.9M reactions from patents (1976-2016). Predict the reactants needed to synthesize the given product. (1) Given the product [CH3:24][N:22]1[CH:23]=[C:18]([N:16]2[C:10]3[CH:9]=[C:8]([C:6]4[CH:5]=[N:4][CH:3]=[C:2]([CH3:1])[N:7]=4)[N:13]=[CH:12][C:11]=3[CH:14]=[N:15]2)[CH:19]=[C:20]([N:26]2[CH2:31][CH2:30][CH2:29][C@H:28]([NH:32][C:33](=[O:39])[O:34][C:35]([CH3:36])([CH3:38])[CH3:37])[CH2:27]2)[C:21]1=[O:25], predict the reactants needed to synthesize it. The reactants are: [CH3:1][C:2]1[N:7]=[C:6]([C:8]2[N:13]=[CH:12][C:11]3[CH:14]=[N:15][NH:16][C:10]=3[CH:9]=2)[CH:5]=[N:4][CH:3]=1.Br[C:18]1[CH:19]=[C:20]([N:26]2[CH2:31][CH2:30][CH2:29][C@H:28]([NH:32][C:33](=[O:39])[O:34][C:35]([CH3:38])([CH3:37])[CH3:36])[CH2:27]2)[C:21](=[O:25])[N:22]([CH3:24])[CH:23]=1.CNCCNC.C(=O)([O-])[O-].[K+].[K+]. (2) Given the product [Br:16][C:15]1[CH:3]=[CH:4][CH:5]=[C:6]2[C:14]=1[CH:13]=[CH:12][N:7]2[CH2:8][CH2:9][CH2:10][CH2:2][Br:1], predict the reactants needed to synthesize it. The reactants are: [Br:1][C:2]1[CH:3]=[C:4]2[C:8](=[CH:9][CH:10]=1)[NH:7][CH:6]=[CH:5]2.Br[CH2:12][CH2:13][CH2:14][CH2:15][Br:16]. (3) Given the product [F:21][C@@H:19]1[CH2:20][N:16]([C:14](=[O:15])[CH2:13][NH:12][C:7]23[CH2:10][CH2:11][C:4]([C:1]([NH:24][C:25]4[CH:26]=[CH:27][C:28]([N:31]5[CH2:36][CH2:35][CH2:34][CH2:33][CH2:32]5)=[CH:29][CH:30]=4)=[O:3])([CH2:5][CH2:6]2)[CH2:9][CH2:8]3)[C@H:17]([C:22]#[N:23])[CH2:18]1, predict the reactants needed to synthesize it. The reactants are: [C:1]([C:4]12[CH2:11][CH2:10][C:7]([NH:12][CH2:13][C:14]([N:16]3[CH2:20][C@@H:19]([F:21])[CH2:18][C@H:17]3[C:22]#[N:23])=[O:15])([CH2:8][CH2:9]1)[CH2:6][CH2:5]2)([OH:3])=O.[NH2:24][C:25]1[CH:30]=[CH:29][C:28]([N:31]2[CH2:36][CH2:35][CH2:34][CH2:33][CH2:32]2)=[CH:27][CH:26]=1.